From a dataset of Full USPTO retrosynthesis dataset with 1.9M reactions from patents (1976-2016). Predict the reactants needed to synthesize the given product. (1) The reactants are: [OH:1][C:2]1[CH:3]=[C:4]2[C:9](=[CH:10][C:11]=1[N:12]1[CH2:16][C:15](=[O:17])[NH:14][S:13]1(=[O:19])=[O:18])[CH:8]=[C:7]([C:20]1[CH:21]=[C:22]([CH:25]=[CH:26][CH:27]=1)[C:23]#[N:24])[CH:6]=[CH:5]2.[C:28](O[C:28](=[O:33])[C:29]([CH3:32])([CH3:31])[CH3:30])(=[O:33])[C:29]([CH3:32])([CH3:31])[CH3:30].C(Cl)(=O)C1C=CC=CC=1. Given the product [C:23]([C:22]1[CH:21]=[C:20]([C:7]2[CH:8]=[C:9]3[C:4](=[CH:5][CH:6]=2)[CH:3]=[C:2]([O:1][C:28](=[O:33])[C:29]([CH3:32])([CH3:31])[CH3:30])[C:11]([N:12]2[CH2:16][C:15](=[O:17])[NH:14][S:13]2(=[O:19])=[O:18])=[CH:10]3)[CH:27]=[CH:26][CH:25]=1)#[N:24], predict the reactants needed to synthesize it. (2) Given the product [CH2:1]([O:8][CH2:9][C@H:10]1[C@H:14]([O:15][Si:16]([C:29]([CH3:30])([CH3:31])[CH3:32])([C:17]2[CH:18]=[CH:19][CH:20]=[CH:21][CH:22]=2)[C:23]2[CH:28]=[CH:27][CH:26]=[CH:25][CH:24]=2)[CH2:13][CH:12]([C:33](=[CH:36][O:37][CH2:38][C:47]#[N:45])[C:34]#[N:35])[CH2:11]1)[C:2]1[CH:7]=[CH:6][CH:5]=[CH:4][CH:3]=1, predict the reactants needed to synthesize it. The reactants are: [CH2:1]([O:8][CH2:9][C@H:10]1[C@H:14]([O:15][Si:16]([C:29]([CH3:32])([CH3:31])[CH3:30])([C:23]2[CH:28]=[CH:27][CH:26]=[CH:25][CH:24]=2)[C:17]2[CH:22]=[CH:21][CH:20]=[CH:19][CH:18]=2)[CH2:13][CH:12]([C:33](=[CH:36][OH:37])[C:34]#[N:35])[CH2:11]1)[C:2]1[CH:7]=[CH:6][CH:5]=[CH:4][CH:3]=1.[C:38]([O-])([O-])=O.[Cs+].[Cs+].C[N:45]([CH:47]=O)C. (3) Given the product [CH2:18]1[C:19]2[C:14](=[CH:20][CH:2]=[CH:12][CH:13]=2)[CH:15]=[CH:16][CH2:17]1, predict the reactants needed to synthesize it. The reactants are: F[C:2](F)=O.B(F)(F)F.CCO[CH2:12][CH3:13].[C:14]1([CH3:20])[CH:19]=[CH:18][CH:17]=[CH:16][CH:15]=1. (4) Given the product [Cl:1][C:2]1[CH:7]=[C:6]2[NH:8][C:9](=[O:41])[C:10]3([CH:15]([C:16]4[CH:21]=[C:20]([Cl:22])[CH:19]=[CH:18][C:17]=4[O:23][C:24]([C:27]([OH:29])=[O:28])([CH3:25])[CH3:26])[CH2:14][C:13](=[O:32])[NH:12][CH:11]3[C:33]3[CH:38]=[C:37]([F:39])[CH:36]=[CH:35][C:34]=3[Cl:40])[C:5]2=[CH:4][CH:3]=1, predict the reactants needed to synthesize it. The reactants are: [Cl:1][C:2]1[CH:7]=[C:6]2[NH:8][C:9](=[O:41])[C:10]3([CH:15]([C:16]4[CH:21]=[C:20]([Cl:22])[CH:19]=[CH:18][C:17]=4[O:23][C:24]([C:27]([O:29]CC)=[O:28])([CH3:26])[CH3:25])[CH2:14][C:13](=[O:32])[NH:12][CH:11]3[C:33]3[CH:38]=[C:37]([F:39])[CH:36]=[CH:35][C:34]=3[Cl:40])[C:5]2=[CH:4][CH:3]=1.[OH-].[Na+].O. (5) Given the product [Cl:35][C:36]1[CH:41]=[CH:40][CH:39]=[CH:38][C:37]=1[NH:42][C:2]1[N:12]=[C:11]([NH:13][C:14]2[CH:19]=[CH:18][C:17]([N:20]3[CH2:25][CH2:24][N:23]([C:26]([O:28][C:29]([CH3:32])([CH3:31])[CH3:30])=[O:27])[CH2:22][CH2:21]3)=[CH:16][C:15]=2[O:33][CH3:34])[C:5]2[C:6](=[O:10])[NH:7][N:8]=[CH:9][C:4]=2[CH:3]=1, predict the reactants needed to synthesize it. The reactants are: Cl[C:2]1[N:12]=[C:11]([NH:13][C:14]2[CH:19]=[CH:18][C:17]([N:20]3[CH2:25][CH2:24][N:23]([C:26]([O:28][C:29]([CH3:32])([CH3:31])[CH3:30])=[O:27])[CH2:22][CH2:21]3)=[CH:16][C:15]=2[O:33][CH3:34])[C:5]2[C:6](=[O:10])[NH:7][N:8]=[CH:9][C:4]=2[CH:3]=1.[Cl:35][C:36]1[CH:41]=[CH:40][CH:39]=[CH:38][C:37]=1[NH2:42].C1(P(C2CCCCC2)C2C=CC=CC=2C2C(C(C)C)=CC(C(C)C)=CC=2C(C)C)CCCCC1.CC([O-])(C)C.[K+]. (6) Given the product [CH3:31][Si:28]([CH3:30])([CH3:29])[CH2:27][CH2:26][O:25][CH2:24][N:7]([CH2:6][O:5][CH2:4][CH2:3][Si:2]([CH3:32])([CH3:33])[CH3:1])[C:8]1[N:13]2[N:14]=[CH:15][CH:16]=[C:12]2[N:11]=[C:10]([CH:17]2[CH2:22][CH2:48][N:47]([C:50]([O:52][C:53]([CH3:56])([CH3:55])[CH3:54])=[O:51])[CH2:46][CH2:18]2)[CH:9]=1, predict the reactants needed to synthesize it. The reactants are: [CH3:1][Si:2]([CH3:33])([CH3:32])[CH2:3][CH2:4][O:5][CH2:6][N:7]([CH2:24][O:25][CH2:26][CH2:27][Si:28]([CH3:31])([CH3:30])[CH3:29])[C:8]1[N:13]2[N:14]=[CH:15][CH:16]=[C:12]2[N:11]=[C:10]([CH:17]2[CH2:22]CC(=O)C[CH2:18]2)[CH:9]=1.NC1N2N=CC=C2N=C(C2C[CH2:48][N:47]([C:50]([O:52][C:53]([CH3:56])([CH3:55])[CH3:54])=[O:51])[CH2:46]C2)C=1.NC1N2N=CC=C2N=C(C2CCC(=O)CC2)C=1. (7) The reactants are: [Cl:1][C:2]1[CH:7]=[CH:6][CH:5]=[CH:4][C:3]=1[C:8]1[CH:19]=[C:18]2[C:14]([CH:15]=[C:16]([CH2:25][OH:26])[N:17]2[CH2:20][CH2:21][CH2:22][O:23][CH3:24])=[C:13]2[C:9]=1[C:10](=[O:28])[NH:11][C:12]2=[O:27].[Br:29]Br.C(Cl)(Cl)Cl. Given the product [Br:29][C:15]1[C:14]2[C:18](=[CH:19][C:8]([C:3]3[CH:4]=[CH:5][CH:6]=[CH:7][C:2]=3[Cl:1])=[C:9]3[C:13]=2[C:12](=[O:27])[NH:11][C:10]3=[O:28])[N:17]([CH2:20][CH2:21][CH2:22][O:23][CH3:24])[C:16]=1[CH2:25][OH:26], predict the reactants needed to synthesize it. (8) Given the product [F:11][C:8]1[CH:9]=[CH:10][C:5]([C:3]2[O:4][C:14]([CH3:16])=[C:13]([C:12]([O:18][CH3:19])=[O:17])[CH:2]=2)=[CH:6][CH:7]=1, predict the reactants needed to synthesize it. The reactants are: Cl[CH2:2][C:3]([C:5]1[CH:10]=[CH:9][C:8]([F:11])=[CH:7][CH:6]=1)=[O:4].[C:12]([O:18][CH3:19])(=[O:17])[CH2:13][C:14]([CH3:16])=O. (9) Given the product [CH3:1][O:2][C:3]1[CH:8]=[CH:7][N:6]=[C:5]([NH:9][C:10]2[CH:15]=[C:14]([C:27]3[N:32]=[C:31]([CH2:33][CH2:34][C:35]([O:37][CH3:38])=[O:36])[CH:30]=[CH:29][CH:28]=3)[CH:13]=[C:12]([CH3:25])[CH:11]=2)[N:4]=1, predict the reactants needed to synthesize it. The reactants are: [CH3:1][O:2][C:3]1[CH:8]=[CH:7][N:6]=[C:5]([NH:9][C:10]2[CH:15]=[C:14](B3OC(C)(C)C(C)(C)O3)[CH:13]=[C:12]([CH3:25])[CH:11]=2)[N:4]=1.Br[C:27]1[N:32]=[C:31]([CH2:33][CH2:34][C:35]([O:37][CH2:38]C)=[O:36])[CH:30]=[CH:29][CH:28]=1.C([O-])([O-])=O.[Na+].[Na+]. (10) The reactants are: [CH2:1]([C:3]1[S:4][C:5]2[C:15]([N:16]=1)=[CH:14][C:8]1[CH2:9][CH2:10][NH:11][CH2:12][CH2:13][C:7]=1[CH:6]=2)[CH3:2].[Cl:17][CH2:18][CH2:19][CH2:20][S:21][C:22]1[N:26]([CH3:27])[C:25]([C:28]2[O:32][CH:31]=[N:30][C:29]=2[CH3:33])=[N:24][N:23]=1. Given the product [ClH:17].[CH2:1]([C:3]1[S:4][C:5]2[C:15]([N:16]=1)=[CH:14][C:8]1[CH2:9][CH2:10][N:11]([CH2:18][CH2:19][CH2:20][S:21][C:22]3[N:26]([CH3:27])[C:25]([C:28]4[O:32][CH:31]=[N:30][C:29]=4[CH3:33])=[N:24][N:23]=3)[CH2:12][CH2:13][C:7]=1[CH:6]=2)[CH3:2], predict the reactants needed to synthesize it.